This data is from Ames mutagenicity test results for genotoxicity prediction. The task is: Regression/Classification. Given a drug SMILES string, predict its toxicity properties. Task type varies by dataset: regression for continuous values (e.g., LD50, hERG inhibition percentage) or binary classification for toxic/non-toxic outcomes (e.g., AMES mutagenicity, cardiotoxicity, hepatotoxicity). Dataset: ames. (1) The molecule is CC=CC(=O)OC1CC2OC3=CC(C)C(=O)CC3(C)C1(C)C21CO1. The result is 0 (non-mutagenic). (2) The result is 1 (mutagenic). The compound is Nc1ccc(N)c([N+](=O)[O-])c1. (3) The molecule is c1cc2sncc2cc1OC[C@H]1CO1. The result is 1 (mutagenic). (4) The molecule is CCC(C)COC(=O)C=Cc1ccc(N=Cc2ccc(OC)cc2)cc1. The result is 1 (mutagenic). (5) The compound is C1CN1c1nc(N2CC2)nc(N2CC2)n1. The result is 1 (mutagenic). (6) The compound is CCCCNC(=O)/C=C/c1ccc([N+](=O)[O-])o1. The result is 1 (mutagenic).